Task: Predict the reaction yield, written as a fraction of the theoretical maximum amount of product (1.0 means a 100% yield; for example, 0.34 means a 34% yield).. Dataset: Reaction yield outcomes from USPTO patents with 853,638 reactions The reactants are [CH3:1][S:2][C:3]1[CH:18]=[CH:17][CH:16]=[CH:15][C:4]=1[CH2:5][N:6]1[C:11]([CH3:12])=[CH:10][C:9]([OH:13])=[CH:8][C:7]1=[O:14].Cl[CH2:20][C:21]1[CH:38]=[CH:37][CH:36]=[CH:35][C:22]=1[CH2:23][N:24]1[C:32](=[O:33])[C:31]2[C:26](=[CH:27][CH:28]=[CH:29][CH:30]=2)[C:25]1=[O:34].C(=O)([O-])[O-].[K+].[K+].CN(C=O)C. The catalyst is O. The product is [CH3:1][S:2][C:3]1[CH:18]=[CH:17][CH:16]=[CH:15][C:4]=1[CH2:5][N:6]1[C:11]([CH3:12])=[CH:10][C:9]([O:13][CH2:20][C:21]2[CH:38]=[CH:37][CH:36]=[CH:35][C:22]=2[CH2:23][N:24]2[C:32](=[O:33])[C:31]3[C:26](=[CH:27][CH:28]=[CH:29][CH:30]=3)[C:25]2=[O:34])=[CH:8][C:7]1=[O:14]. The yield is 0.970.